Regression. Given two drug SMILES strings and cell line genomic features, predict the synergy score measuring deviation from expected non-interaction effect. From a dataset of NCI-60 drug combinations with 297,098 pairs across 59 cell lines. (1) Cell line: SK-MEL-2. Drug 2: CN1C2=C(C=C(C=C2)N(CCCl)CCCl)N=C1CCCC(=O)O.Cl. Drug 1: CN(C)N=NC1=C(NC=N1)C(=O)N. Synergy scores: CSS=1.15, Synergy_ZIP=2.45, Synergy_Bliss=6.64, Synergy_Loewe=1.53, Synergy_HSA=2.83. (2) Drug 1: CC1=C(C(CCC1)(C)C)C=CC(=CC=CC(=CC(=O)O)C)C. Drug 2: C1CN(P(=O)(OC1)NCCCl)CCCl. Cell line: MOLT-4. Synergy scores: CSS=10.2, Synergy_ZIP=-1.82, Synergy_Bliss=1.28, Synergy_Loewe=-0.958, Synergy_HSA=1.13. (3) Drug 1: C1CNP(=O)(OC1)N(CCCl)CCCl. Drug 2: COCCOC1=C(C=C2C(=C1)C(=NC=N2)NC3=CC=CC(=C3)C#C)OCCOC.Cl. Cell line: UACC-257. Synergy scores: CSS=3.28, Synergy_ZIP=-0.841, Synergy_Bliss=-0.831, Synergy_Loewe=-2.63, Synergy_HSA=0.310. (4) Drug 1: C1=NC(=NC(=O)N1C2C(C(C(O2)CO)O)O)N. Drug 2: C1CNP(=O)(OC1)N(CCCl)CCCl. Cell line: HOP-92. Synergy scores: CSS=4.98, Synergy_ZIP=0.232, Synergy_Bliss=3.19, Synergy_Loewe=-4.83, Synergy_HSA=-4.87.